Predict the product of the given reaction. From a dataset of Forward reaction prediction with 1.9M reactions from USPTO patents (1976-2016). (1) Given the reactants Br[C:2]1[CH:7]=[CH:6][CH:5]=[C:4]([S:8]([N:11]2[CH2:16][CH2:15][NH:14][CH2:13][CH:12]2[C:17]([CH3:20])([CH3:19])[CH3:18])(=[O:10])=[O:9])[CH:3]=1.[B:21]1([B:21]2[O:25][C:24]([CH3:27])([CH3:26])[C:23]([CH3:29])([CH3:28])[O:22]2)[O:25][C:24]([CH3:27])([CH3:26])[C:23]([CH3:29])([CH3:28])[O:22]1.C([O-])(=O)C.[K+], predict the reaction product. The product is: [CH3:28][C:23]1([CH3:29])[C:24]([CH3:27])([CH3:26])[O:25][B:21]([C:2]2[CH:7]=[CH:6][CH:5]=[C:4]([S:8]([N:11]3[CH2:16][CH2:15][NH:14][CH2:13][CH:12]3[C:17]([CH3:20])([CH3:19])[CH3:18])(=[O:10])=[O:9])[CH:3]=2)[O:22]1. (2) Given the reactants [CH3:1][C@H:2]1[CH2:6][CH2:5][CH2:4][N:3]1[CH2:7][CH2:8][CH2:9][OH:10].[N+:11]([C:14]1[CH:19]=[CH:18][C:17](O)=[CH:16][CH:15]=1)([O-:13])=[O:12], predict the reaction product. The product is: [CH3:1][C@H:2]1[CH2:6][CH2:5][CH2:4][N:3]1[CH2:7][CH2:8][CH2:9][O:10][C:17]1[CH:18]=[CH:19][C:14]([N+:11]([O-:13])=[O:12])=[CH:15][CH:16]=1. (3) Given the reactants Cl[C:2]1[N:7]=[N:6][C:5]([NH2:8])=[C:4]([CH3:9])[C:3]=1[CH3:10].[CH3:11][S-:12].[Na+], predict the reaction product. The product is: [CH3:9][C:4]1[C:3]([CH3:10])=[C:2]([S:12][CH3:11])[N:7]=[N:6][C:5]=1[NH2:8]. (4) Given the reactants Cl[CH2:2][C:3]([NH:5][C:6]1[CH:7]=[C:8]([C:12]2[N:21]=[C:20]([NH:22][C:23]3[CH:24]=[C:25]4[C:29](=[CH:30][CH:31]=3)[N:28]([C:32]([O:34][C:35]([CH3:38])([CH3:37])[CH3:36])=[O:33])[N:27]=[CH:26]4)[C:19]3[C:14](=[CH:15][CH:16]=[CH:17][CH:18]=3)[N:13]=2)[CH:9]=[CH:10][CH:11]=1)=[O:4].[CH:39]([N:42]1[CH2:47][CH2:46][NH:45][CH2:44][CH2:43]1)([CH3:41])[CH3:40].[CH3:48]CN(C(C)C)C(C)C, predict the reaction product. The product is: [CH:39]([N:42]1[CH2:47][CH2:46][N:45]([CH2:48][CH2:2][C:3]([NH:5][C:6]2[CH:7]=[C:8]([C:12]3[N:21]=[C:20]([NH:22][C:23]4[CH:24]=[C:25]5[C:29](=[CH:30][CH:31]=4)[N:28]([C:32]([O:34][C:35]([CH3:38])([CH3:37])[CH3:36])=[O:33])[N:27]=[CH:26]5)[C:19]4[C:14](=[CH:15][CH:16]=[CH:17][CH:18]=4)[N:13]=3)[CH:9]=[CH:10][CH:11]=2)=[O:4])[CH2:44][CH2:43]1)([CH3:41])[CH3:40]. (5) Given the reactants [CH2:1]1[N:11]2[C@@H:5]([CH2:6][CH2:7][O:8][C:9]3[CH:15]=[CH:14][CH:13]=[CH:12][C:10]=32)[CH2:4][NH:3][CH2:2]1.C([O-])([O-])=O.[K+].[K+].Br[CH2:23][CH2:24][F:25].O, predict the reaction product. The product is: [F:25][CH2:24][CH2:23][N:3]1[CH2:2][CH2:1][N:11]2[C@@H:5]([CH2:6][CH2:7][O:8][C:9]3[CH:15]=[CH:14][CH:13]=[CH:12][C:10]=32)[CH2:4]1.